This data is from Catalyst prediction with 721,799 reactions and 888 catalyst types from USPTO. The task is: Predict which catalyst facilitates the given reaction. (1) Reactant: C(NC1C[C@H](C2C=CN=CC=2[N+]([O-])=O)O[C@H](C2CC2)[C@@]1(C)O)C1C=CC=CC=1.[NH2:29][C:30]1[CH:31]=[N:32][CH:33]=[CH:34][C:35]=1[C@H:36]1[O:41][C@@H:40]([CH:42]2[CH2:44][CH2:43]2)[C@@:39]([OH:46])([CH3:45])[C@@H:38]([NH:47][C:48](=[O:54])[O:49][C:50]([CH3:53])([CH3:52])[CH3:51])[CH2:37]1. Product: [NH2:29][C:30]1[CH:31]=[N:32][CH:33]=[CH:34][C:35]=1[C@@H:36]1[O:41][C@H:40]([CH:42]2[CH2:43][CH2:44]2)[C@:39]([OH:46])([CH3:45])[C@H:38]([NH:47][C:48](=[O:54])[O:49][C:50]([CH3:53])([CH3:52])[CH3:51])[CH2:37]1. The catalyst class is: 105. (2) Product: [N:4]1([CH2:10][CH2:11][CH:12]2[CH2:21][CH2:20][C:19]3[C:14](=[CH:15][CH:16]=[C:17]([O:22][CH2:23][C:24]4[CH:25]=[CH:26][C:27]([C:28]([OH:30])=[O:29])=[CH:32][CH:33]=4)[CH:18]=3)[CH2:13]2)[CH2:9][CH2:8][CH2:7][CH2:6][CH2:5]1. The catalyst class is: 5. Reactant: [OH-].[Na+].Cl.[N:4]1([CH2:10][CH2:11][CH:12]2[CH2:21][CH2:20][C:19]3[C:14](=[CH:15][CH:16]=[C:17]([O:22][CH2:23][C:24]4[CH:33]=[CH:32][C:27]([C:28]([O:30]C)=[O:29])=[CH:26][CH:25]=4)[CH:18]=3)[CH2:13]2)[CH2:9][CH2:8][CH2:7][CH2:6][CH2:5]1. (3) Reactant: [CH3:1][O:2][C:3](=[O:14])[C:4]1[CH:9]=[CH:8][C:7]([N:10]([CH3:12])[CH3:11])=[CH:6][C:5]=1[F:13].Cl[CH2:16]Cl.C[O:19][S:20]([C:23]([F:26])([F:25])[F:24])(=[O:22])=[O:21].ClC(Cl)C. Product: [F:24][C:23]([F:26])([F:25])[S:20]([O-:22])(=[O:21])=[O:19].[F:13][C:5]1[CH:6]=[C:7]([N+:10]([CH3:16])([CH3:11])[CH3:12])[CH:8]=[CH:9][C:4]=1[C:3]([O:2][CH3:1])=[O:14]. The catalyst class is: 27. (4) Reactant: [NH2:1][OH:2].[F:3][C:4]1[CH:11]=[CH:10][C:7]([C:8]#[N:9])=[CH:6][CH:5]=1. Product: [F:3][C:4]1[CH:11]=[CH:10][C:7]([C:8](=[NH:9])[NH:1][OH:2])=[CH:6][CH:5]=1. The catalyst class is: 242.